This data is from Reaction yield outcomes from USPTO patents with 853,638 reactions. The task is: Predict the reaction yield, written as a fraction of the theoretical maximum amount of product (1.0 means a 100% yield; for example, 0.34 means a 34% yield). (1) The reactants are [CH2:1]([S:9][CH2:10][C:11]1[CH:12]=[C:13]([CH:17]=[CH:18][CH:19]=1)[C:14]([OH:16])=O)[CH2:2][C:3]1[CH:8]=[CH:7][CH:6]=[CH:5][CH:4]=1.C(Cl)CCl.C1C=CC2N(O)N=NC=2C=1.[F:34][C:35]1[CH:43]=[CH:42][C:38]([CH2:39][CH2:40][NH2:41])=[CH:37][CH:36]=1. The catalyst is CN(C=O)C.C(OCC)(=O)C.Cl. The product is [F:34][C:35]1[CH:43]=[CH:42][C:38]([CH2:39][CH2:40][NH:41][C:14](=[O:16])[C:13]2[CH:17]=[CH:18][CH:19]=[C:11]([CH2:10][S:9][CH2:1][CH2:2][C:3]3[CH:4]=[CH:5][CH:6]=[CH:7][CH:8]=3)[CH:12]=2)=[CH:37][CH:36]=1. The yield is 0.470. (2) The reactants are [CH2:1]([O:7][CH2:8][CH:9]1[CH2:14][CH2:13][CH2:12][CH2:11][CH2:10]1)[CH2:2][CH2:3][CH2:4][CH:5]=[CH2:6].Br[C:16]1[CH:17]=[C:18]([CH:21]=[CH:22][CH:23]=1)[C:19]#[N:20]. No catalyst specified. The product is [CH:9]1([CH2:8][O:7][CH2:1][CH2:2][CH2:3][CH2:4][CH2:5][CH2:6][C:16]2[CH:17]=[C:18]([CH:21]=[CH:22][CH:23]=2)[C:19]#[N:20])[CH2:10][CH2:11][CH2:12][CH2:13][CH2:14]1. The yield is 0.980. (3) The reactants are [OH:1][C:2]([C:10](=[O:28])[NH:11][C@@H:12]1[C:18](=[O:19])[NH:17][C:16]2[CH:20]=[CH:21][CH:22]=[CH:23][C:15]=2[C:14]2[CH:24]=[CH:25][CH:26]=[CH:27][C:13]1=2)([CH2:6][CH:7]([CH3:9])[CH3:8])[C:3]([OH:5])=O.[F:29][C:30]1[CH:31]=[C:32]([CH:35]=[C:36]([F:38])[CH:37]=1)[CH2:33]N.C([N:41](CC)CC)C.F[P-](F)(F)(F)(F)F.N1(OC(N(C)C)=[N+](C)C)C2C=CC=CC=2N=N1. The catalyst is CN(C)C=O. The product is [F:29][C:30]1[CH:31]=[C:32]([CH:35]=[C:36]([F:38])[CH:37]=1)[CH2:33][N:11]([C@@H:12]1[C:18](=[O:19])[NH:17][C:16]2[CH:20]=[CH:21][CH:22]=[CH:23][C:15]=2[C:14]2[CH:24]=[CH:25][CH:26]=[CH:27][C:13]1=2)[C:10](=[O:28])[C:2]([OH:1])([CH2:6][CH:7]([CH3:9])[CH3:8])[C:3]([NH2:41])=[O:5]. The yield is 0.150. (4) The reactants are [CH2:1]([N:8]([CH2:10][C:11]1[C:19]2[C:18](=[O:20])[N:17]([C:21]3[CH:26]=[CH:25][C:24]([O:27][CH3:28])=[CH:23][CH:22]=3)[C:16](=[O:29])[N:15]([CH2:30][C:31]3[C:36]([F:37])=[CH:35][CH:34]=[CH:33][C:32]=3[F:38])[C:14]=2[S:13][C:12]=1[C:39]1[CH:44]=[CH:43][C:42]([NH:45][C:46]([NH:48][O:49][CH3:50])=[O:47])=[CH:41][CH:40]=1)C)C1C=CC=CC=1.[ClH:51]. The catalyst is C(O)C.[C].[Pd]. The product is [ClH:51].[CH3:1][NH:8][CH2:10][C:11]1[C:19]2[C:18](=[O:20])[N:17]([C:21]3[CH:22]=[CH:23][C:24]([O:27][CH3:28])=[CH:25][CH:26]=3)[C:16](=[O:29])[N:15]([CH2:30][C:31]3[C:32]([F:38])=[CH:33][CH:34]=[CH:35][C:36]=3[F:37])[C:14]=2[S:13][C:12]=1[C:39]1[CH:40]=[CH:41][C:42]([NH:45][C:46]([NH:48][O:49][CH3:50])=[O:47])=[CH:43][CH:44]=1. The yield is 0.960. (5) The reactants are [O:1]=[C:2]1[NH:7][C:6]([CH:8]=O)=[CH:5][CH:4]=[CH:3]1.[CH2:10]([O:12][C:13]([C:15]1[NH:16][CH:17]=[CH:18][C:19]=1[NH2:20])=[O:14])[CH3:11].CC(O)=O.[BH3-]C#N.[Na+]. The yield is 0.850. The product is [CH2:10]([O:12][C:13]([C:15]1[NH:16][CH:17]=[CH:18][C:19]=1[NH:20][CH2:8][C:6]1[NH:7][C:2](=[O:1])[CH:3]=[CH:4][CH:5]=1)=[O:14])[CH3:11]. The catalyst is CCO.